Dataset: Reaction yield outcomes from USPTO patents with 853,638 reactions. Task: Predict the reaction yield, written as a fraction of the theoretical maximum amount of product (1.0 means a 100% yield; for example, 0.34 means a 34% yield). (1) The reactants are [NH2:1][C:2]1[N:3]=[CH:4][C:5]([C:15]2[CH:20]=[CH:19][C:18]([OH:21])=[CH:17][CH:16]=2)=[N:6][C:7]=1[CH2:8][C:9]1[CH:14]=[CH:13][CH:12]=[CH:11][CH:10]=1.[Na+].O=[C:24]([CH2:28][CH2:29][CH2:30][CH3:31])[C:25]([O-:27])=[O:26]. The catalyst is C(O)C.C(O)(=O)C.[Pd]. The product is [CH2:8]([C:7]1[C:2]([NH:1][CH:24]([CH2:28][CH2:29][CH2:30][CH3:31])[C:25]([OH:27])=[O:26])=[N:3][CH:4]=[C:5]([C:15]2[CH:16]=[CH:17][C:18]([OH:21])=[CH:19][CH:20]=2)[N:6]=1)[C:9]1[CH:10]=[CH:11][CH:12]=[CH:13][CH:14]=1. The yield is 0.460. (2) The reactants are [NH2:1][C:2]1[C:3]([C:24](N(OC)C)=[O:25])=[N:4][C:5]([C:8]2[CH:13]=[CH:12][CH:11]=[C:10]([C:14]([NH:16][CH2:17][C:18]3[CH:23]=[CH:22][CH:21]=[CH:20][CH:19]=3)=[O:15])[CH:9]=2)=[CH:6][N:7]=1. The catalyst is C1COCC1. The product is [NH2:1][C:2]1[N:7]=[CH:6][C:5]([C:8]2[CH:9]=[C:10]([CH:11]=[CH:12][CH:13]=2)[C:14]([NH:16][CH2:17][C:18]2[CH:19]=[CH:20][CH:21]=[CH:22][CH:23]=2)=[O:15])=[N:4][C:3]=1[CH:24]=[O:25]. The yield is 0.890. (3) The reactants are [Cl:1][C:2]1[N:11]=[CH:10][C:9]2[NH:8][C:7](=[O:12])[C@@H:6]([CH3:13])[N:5]([CH:14]3[CH2:19][CH2:18][C:17]([F:21])([F:20])[CH2:16][CH2:15]3)[C:4]=2[N:3]=1.C(N(CC)CC)C.[C:29]([C:31]1[CH:32]=[C:33](B(O)O)[CH:34]=[CH:35][CH:36]=1)#[N:30]. The catalyst is ClCCl. The product is [Cl:1][C:2]1[N:11]=[CH:10][C:9]2[N:8]([C:35]3[CH:36]=[C:31]([CH:32]=[CH:33][CH:34]=3)[C:29]#[N:30])[C:7](=[O:12])[C@@H:6]([CH3:13])[N:5]([CH:14]3[CH2:15][CH2:16][C:17]([F:21])([F:20])[CH2:18][CH2:19]3)[C:4]=2[N:3]=1. The yield is 0.510.